This data is from Forward reaction prediction with 1.9M reactions from USPTO patents (1976-2016). The task is: Predict the product of the given reaction. Given the reactants Cl[C:2]1[C:3]([O:16][CH2:17][CH:18]2[CH2:23][CH2:22][CH2:21][CH2:20][CH:19]2[CH3:24])=[CH:4][C:5]([F:15])=[C:6]([CH:14]=1)[C:7]([O:9][C:10]([CH3:13])([CH3:12])[CH3:11])=[O:8].[CH:25]1(B(O)O)[CH2:27][CH2:26]1.P([O-])([O-])([O-])=O.[K+].[K+].[K+].F[B-](F)(F)F.C1(P(C2CCCCC2)C2CCCCC2)CCCCC1, predict the reaction product. The product is: [CH:25]1([C:2]2[C:3]([O:16][CH2:17][CH:18]3[CH2:23][CH2:22][CH2:21][CH2:20][CH:19]3[CH3:24])=[CH:4][C:5]([F:15])=[C:6]([CH:14]=2)[C:7]([O:9][C:10]([CH3:13])([CH3:12])[CH3:11])=[O:8])[CH2:27][CH2:26]1.